Dataset: Peptide-MHC class I binding affinity with 185,985 pairs from IEDB/IMGT. Task: Regression. Given a peptide amino acid sequence and an MHC pseudo amino acid sequence, predict their binding affinity value. This is MHC class I binding data. The peptide sequence is INDDDNPGH. The MHC is HLA-A02:06 with pseudo-sequence HLA-A02:06. The binding affinity (normalized) is 0.